This data is from Catalyst prediction with 721,799 reactions and 888 catalyst types from USPTO. The task is: Predict which catalyst facilitates the given reaction. (1) Reactant: [Cl:1][C:2]1[C:9]([CH3:10])=[C:8]([N:11]2[CH2:15][CH:14]=[CH:13][S:12]2(=[O:17])=[O:16])[CH:7]=[CH:6][C:3]=1[C:4]#[N:5].[CH:18]1[CH2:22][CH:21]=[CH:20][CH:19]=1.[Cl-].C([Al+]CC)C. Product: [Cl:1][C:2]1[C:9]([CH3:10])=[C:8]([N:11]2[CH2:15][C@@H:14]3[C@@H:13]([C@H:22]4[CH2:21][C@@H:20]3[CH:19]=[CH:18]4)[S:12]2(=[O:17])=[O:16])[CH:7]=[CH:6][C:3]=1[C:4]#[N:5]. The catalyst class is: 11. (2) Reactant: Cl.[NH2:2][CH2:3][C:4]1[CH:9]=[CH:8][C:7]([OH:10])=[C:6]([O:11][CH3:12])[CH:5]=1.[Cl:13][C:14]1[CH:19]=[CH:18][C:17]([C:20]2[CH:25]=[CH:24][CH:23]=[C:22]([NH:26][C:27](=O)[O:28]C3C=CC=CC=3)[CH:21]=2)=[CH:16][CH:15]=1.O. Product: [Cl:13][C:14]1[CH:15]=[CH:16][C:17]([C:20]2[CH:25]=[CH:24][CH:23]=[C:22]([NH:26][C:27]([NH:2][CH2:3][C:4]3[CH:9]=[CH:8][C:7]([OH:10])=[C:6]([O:11][CH3:12])[CH:5]=3)=[O:28])[CH:21]=2)=[CH:18][CH:19]=1. The catalyst class is: 16. (3) Product: [F:1][C:2]1[CH:3]=[CH:4][C:5]2[N:11]=[C:12]([C:13]3[CH:18]=[CH:17][C:16]([N:19]4[CH2:23][CH2:22][CH2:21][CH2:20]4)=[CH:15][C:14]=3[O:24][CH:25]3[CH2:30][CH2:29][N:28]([CH3:31])[CH2:27][CH2:26]3)[O:9][C:7](=[O:8])[C:6]=2[CH:10]=1. The catalyst class is: 163. Reactant: [F:1][C:2]1[CH:3]=[CH:4][C:5]([NH:11][C:12](=O)[C:13]2[CH:18]=[CH:17][C:16]([N:19]3[CH2:23][CH2:22][CH2:21][CH2:20]3)=[CH:15][C:14]=2[O:24][CH:25]2[CH2:30][CH2:29][N:28]([CH3:31])[CH2:27][CH2:26]2)=[C:6]([CH:10]=1)[C:7]([OH:9])=[O:8]. (4) Product: [CH3:24][C:14]1[CH:19]=[CH:18][C:17]([S:20]([O:1][CH2:2][C:3]2([C:6]#[N:7])[CH2:5][CH2:4]2)(=[O:22])=[O:21])=[CH:16][CH:15]=1. Reactant: [OH:1][CH2:2][C:3]1([C:6]#[N:7])[CH2:5][CH2:4]1.N1C=CC=CC=1.[C:14]1([CH3:24])[CH:19]=[CH:18][C:17]([S:20](Cl)(=[O:22])=[O:21])=[CH:16][CH:15]=1. The catalyst class is: 4. (5) Reactant: [F:1][C:2]1[CH:7]=[CH:6][C:5]([F:8])=[CH:4][C:3]=1[C:9]1[N:10]=[C:11]([C@H:14]([NH:21][C:22](=[O:28])[O:23][C:24]([CH3:27])([CH3:26])[CH3:25])[CH:15]2[CH2:20][CH2:19][O:18][CH2:17][CH2:16]2)[NH:12][CH:13]=1.C([O-])([O-])=O.[K+].[K+].[CH2:35](Br)[C:36]1[CH:41]=[CH:40][CH:39]=[CH:38][CH:37]=1.O. Product: [CH2:35]([N:12]1[CH:13]=[C:9]([C:3]2[CH:4]=[C:5]([F:8])[CH:6]=[CH:7][C:2]=2[F:1])[N:10]=[C:11]1[C@H:14]([NH:21][C:22](=[O:28])[O:23][C:24]([CH3:25])([CH3:27])[CH3:26])[CH:15]1[CH2:16][CH2:17][O:18][CH2:19][CH2:20]1)[C:36]1[CH:41]=[CH:40][CH:39]=[CH:38][CH:37]=1. The catalyst class is: 3. (6) Reactant: [NH2:1][C:2]1[CH:3]=[CH:4][CH:5]=[C:6]2[C:11]=1[CH:10]=[C:9]([OH:12])[CH:8]=[CH:7]2.[CH:13](=O)[C:14]1[CH:19]=[CH:18][CH:17]=[CH:16][CH:15]=1.S([O-])([O-])(=O)=O.[Na+].[Na+]. Product: [CH:13](=[N:1]/[C:2]1[CH:3]=[CH:4][CH:5]=[C:6]2[C:11]=1[CH:10]=[C:9]([OH:12])[CH:8]=[CH:7]2)\[C:14]1[CH:19]=[CH:18][CH:17]=[CH:16][CH:15]=1. The catalyst class is: 1. (7) Reactant: F[C:2]1[CH:3]=[C:4]2[C:9](=[CH:10][CH:11]=1)[N:8]=[C:7]([C:12]1[CH:17]=[CH:16][CH:15]=[C:14]([C:18]([F:21])([F:20])[F:19])[CH:13]=1)[C:6]([CH3:22])=[C:5]2[C:23]([OH:25])=[O:24].[OH-].[K+].[CH3:28][CH:29]([S-])[CH3:30].[Na+].[CH3:33]I.O[O:36][S:37]([O-:39])=O.[K+]. Product: [CH3:22][C:6]1[C:7]([C:12]2[CH:17]=[CH:16][CH:15]=[C:14]([C:18]([F:19])([F:21])[F:20])[CH:13]=2)=[N:8][C:9]2[C:4]([C:5]=1[C:23]([O:25][CH3:33])=[O:24])=[CH:3][C:2]([S:37]([CH:29]([CH3:30])[CH3:28])(=[O:39])=[O:36])=[CH:11][CH:10]=2. The catalyst class is: 72. (8) Reactant: Br[C:2]1[CH:7]=[CH:6][C:5]([N:8]2[CH2:13][CH2:12][O:11][CH2:10][CH2:9]2)=[CH:4][CH:3]=1.[C:14]([CH2:16][NH:17][C:18](=[O:47])[C@@H:19]([O:24][CH:25]([C:41]1[CH:46]=[CH:45][CH:44]=[CH:43][CH:42]=1)[C:26]1[CH:31]=[CH:30][C:29](B2OC(C)(C)C(C)(C)O2)=[CH:28][CH:27]=1)[CH2:20][CH:21]([CH3:23])[CH3:22])#[N:15].[N].C([O-])([O-])=O.[Na+].[Na+]. Product: [C:14]([CH2:16][NH:17][C:18](=[O:47])[C@@H:19]([O:24][C@@H:25]([C:41]1[CH:42]=[CH:43][C:44]([C:2]2[CH:7]=[CH:6][C:5]([N:8]3[CH2:13][CH2:12][O:11][CH2:10][CH2:9]3)=[CH:4][CH:3]=2)=[CH:45][CH:46]=1)[C:26]1[CH:27]=[CH:28][CH:29]=[CH:30][CH:31]=1)[CH2:20][CH:21]([CH3:23])[CH3:22])#[N:15]. The catalyst class is: 151.